Dataset: Forward reaction prediction with 1.9M reactions from USPTO patents (1976-2016). Task: Predict the product of the given reaction. (1) Given the reactants [N+:1]([C:4]([CH3:15])([CH3:14])[CH2:5][NH:6][CH2:7][C:8]([N+:11]([O-])=O)([CH3:10])[CH3:9])([O-])=O.[H][H], predict the reaction product. The product is: [NH2:11][C:8]([CH3:10])([CH3:9])[CH2:7][NH:6][CH2:5][C:4]([NH2:1])([CH3:14])[CH3:15]. (2) Given the reactants C([O:9][CH2:10][CH2:11][N:12]1[C:20]2[C:19]([NH:21][C:22]3[CH:39]=[CH:38][C:25]([O:26][C:27]4[CH:28]=[CH:29][C:30]([F:37])=[C:31]([CH:36]=4)[C:32]([O:34]C)=O)=[C:24]([Cl:40])[CH:23]=3)=[N:18][CH:17]=[N:16][C:15]=2[CH:14]=[CH:13]1)(=O)C1C=CC=CC=1.[OH-].[Na+].N.CO.Cl.C([N:49]=C=NCCCN(C)C)C.ON1C2C=CC=CC=2N=N1, predict the reaction product. The product is: [Cl:40][C:24]1[CH:23]=[C:22]([NH:21][C:19]2[C:20]3[N:12]([CH2:11][CH2:10][OH:9])[CH:13]=[CH:14][C:15]=3[N:16]=[CH:17][N:18]=2)[CH:39]=[CH:38][C:25]=1[O:26][C:27]1[CH:28]=[CH:29][C:30]([F:37])=[C:31]([CH:36]=1)[C:32]([NH2:49])=[O:34]. (3) Given the reactants O.O.S([C:7]1C=CC(C)=CC=1)(O)(=O)=O.[NH2:14][C:15]1[C:23]([I:24])=[CH:22][CH:21]=[CH:20][C:16]=1[C:17]([NH2:19])=[O:18].C([O-])([O-])OC.CN1C(=O)CCC1, predict the reaction product. The product is: [I:24][C:23]1[CH:22]=[CH:21][CH:20]=[C:16]2[C:15]=1[NH:14][CH:7]=[N:19][C:17]2=[O:18]. (4) Given the reactants FC(F)(F)C(O)=O.[NH:8]1[C:12]2[CH2:13][CH2:14][NH:15][CH2:16][CH2:17][C:11]=2[N:10]=[C:9]1[C:18]1[C:19]([CH3:41])=[CH:20][C:21]([CH3:40])=[C:22]([CH:39]=1)[C:23]([N:25]1[CH2:30][CH2:29][CH:28]([C:31]2[CH:38]=[CH:37][C:34]([C:35]#[N:36])=[CH:33][CH:32]=2)[CH2:27][CH2:26]1)=[O:24].I[CH:43]([CH3:45])[CH3:44].CCN(C(C)C)C(C)C, predict the reaction product. The product is: [CH:43]([N:15]1[CH2:14][CH2:13][C:12]2[N:8]=[C:9]([C:18]3[C:19]([CH3:41])=[CH:20][C:21]([CH3:40])=[C:22]([CH:39]=3)[C:23]([N:25]3[CH2:26][CH2:27][CH:28]([C:31]4[CH:32]=[CH:33][C:34]([C:35]#[N:36])=[CH:37][CH:38]=4)[CH2:29][CH2:30]3)=[O:24])[NH:10][C:11]=2[CH2:17][CH2:16]1)([CH3:45])[CH3:44]. (5) The product is: [C:16]([O:15][C:14]([NH:1][C:2]1[CH:13]=[CH:12][C:5]2[CH:6]=[C:7]([C:9]([OH:11])=[O:10])[S:8][C:4]=2[CH:3]=1)=[O:20])([CH3:19])([CH3:18])[CH3:17]. Given the reactants [NH2:1][C:2]1[CH:13]=[CH:12][C:5]2[CH:6]=[C:7]([C:9]([OH:11])=[O:10])[S:8][C:4]=2[CH:3]=1.[C:14](O[C:14]([O:15][C:16]([CH3:19])([CH3:18])[CH3:17])=[O:20])(=[O:20])[O:15][C:16]([CH3:19])([CH3:18])[CH3:17].C(=O)(O)[O-].[Na+].C(O)(=O)CC(CC(O)=O)(C(O)=O)O, predict the reaction product. (6) Given the reactants [Cl:1][C:2]1[CH:7]=[CH:6][CH:5]=[C:4]([Cl:8])[C:3]=1[C:9]1[C:13]([CH2:14][CH2:15][C:16]([NH:18][C:19]2[C:20](O)=[C:21]([NH:25][C:26]3[CH:27]=[C:28]([CH:34]=[CH:35][CH:36]=3)[C:29]([O:31][CH2:32][CH3:33])=[O:30])[CH:22]=[CH:23][CH:24]=2)=[O:17])=[C:12]([CH:38]([CH3:40])[CH3:39])[O:11][N:10]=1.C(O)(=O)CC, predict the reaction product. The product is: [Cl:1][C:2]1[CH:7]=[CH:6][CH:5]=[C:4]([Cl:8])[C:3]=1[C:9]1[C:13]([CH2:14][CH2:15][C:16]2[O:17][C:20]3[C:21]([NH:25][C:26]4[CH:27]=[C:28]([CH:34]=[CH:35][CH:36]=4)[C:29]([O:31][CH2:32][CH3:33])=[O:30])=[CH:22][CH:23]=[CH:24][C:19]=3[N:18]=2)=[C:12]([CH:38]([CH3:40])[CH3:39])[O:11][N:10]=1. (7) Given the reactants [CH3:1][O:2][C:3]1[C:8]([CH3:9])=[CH:7][C:6]([NH:10][C:11]2([CH2:15][C:16]([OH:18])=O)[CH2:14][CH2:13][CH2:12]2)=[CH:5][C:4]=1[CH3:19].O, predict the reaction product. The product is: [CH3:1][O:2][C:3]1[C:4]([CH3:19])=[C:5]2[C:6](=[CH:7][C:8]=1[CH3:9])[NH:10][C:11]1([CH2:12][CH2:13][CH2:14]1)[CH2:15][C:16]2=[O:18]. (8) The product is: [O:1]=[C:2]([C:6]1[CH:11]=[CH:10][CH:9]=[CH:8][CH:7]=1)[CH2:3][C:4](=[NH:5])[NH:12][C:13]1[CH:18]=[CH:17][CH:16]=[CH:15][CH:14]=1. Given the reactants [O:1]=[C:2]([C:6]1[CH:11]=[CH:10][CH:9]=[CH:8][CH:7]=1)[CH2:3][C:4]#[N:5].[NH2:12][C:13]1[CH:18]=[CH:17][CH:16]=[CH:15][CH:14]=1, predict the reaction product.